This data is from Full USPTO retrosynthesis dataset with 1.9M reactions from patents (1976-2016). The task is: Predict the reactants needed to synthesize the given product. (1) Given the product [C:1]([C:5]1[CH:12]=[CH:11][C:8]([C:9]([OH:15])=[O:13])=[CH:7][N:6]=1)([CH3:4])([CH3:3])[CH3:2], predict the reactants needed to synthesize it. The reactants are: [C:1]([C:5]1[CH:12]=[CH:11][C:8]([C:9]#N)=[CH:7][N:6]=1)([CH3:4])([CH3:3])[CH3:2].[OH-:13].[Na+].[OH2:15]. (2) The reactants are: [OH:1][C:2]1[C:3]2[N:4]([C:9]([C:13]([O:15][CH2:16][CH3:17])=[O:14])=[C:10]([CH3:12])[N:11]=2)[CH:5]=[C:6]([CH3:8])[CH:7]=1.CS(O[CH2:23][CH:24]1[CH2:27][C:26]([F:29])([F:28])[CH2:25]1)(=O)=O.C(=O)([O-])[O-].[Cs+].[Cs+]. Given the product [F:28][C:26]1([F:29])[CH2:27][CH:24]([CH2:23][O:1][C:2]2[C:3]3[N:4]([C:9]([C:13]([O:15][CH2:16][CH3:17])=[O:14])=[C:10]([CH3:12])[N:11]=3)[CH:5]=[C:6]([CH3:8])[CH:7]=2)[CH2:25]1, predict the reactants needed to synthesize it.